From a dataset of Reaction yield outcomes from USPTO patents with 853,638 reactions. Predict the reaction yield, written as a fraction of the theoretical maximum amount of product (1.0 means a 100% yield; for example, 0.34 means a 34% yield). (1) The reactants are ClC(Cl)(Cl)[C:3]([C:5]1[N:6]([CH3:12])[C:7]([Br:11])=[C:8]([Br:10])[CH:9]=1)=[O:4].[C:15](=O)([O-])[O-:16].[K+].[K+]. The catalyst is CO. The product is [CH3:15][O:16][C:3]([C:5]1[N:6]([CH3:12])[C:7]([Br:11])=[C:8]([Br:10])[CH:9]=1)=[O:4]. The yield is 0.920. (2) The reactants are [C:1]1([CH2:7][CH2:8][CH2:9][NH2:10])[CH:6]=[CH:5][CH:4]=[CH:3][CH:2]=1.[Li]CCCC.C([O:18][C:19](=O)[C:20]1[CH:25]=[C:24]([C:26]2[CH:31]=[CH:30][CH:29]=[C:28]([Cl:32])[CH:27]=2)[C:23]([O:33][CH2:34][CH2:35][OH:36])=[C:22]([C:37]2[CH:42]=[CH:41][CH:40]=[C:39]([Cl:43])[CH:38]=2)[CH:21]=1)C. The catalyst is C1COCC1. The product is [C:1]1([CH2:7][CH2:8][CH2:9][NH:10][C:19](=[O:18])[C:20]2[CH:21]=[C:22]([C:37]3[CH:42]=[CH:41][CH:40]=[C:39]([Cl:43])[CH:38]=3)[C:23]([O:33][CH2:34][CH2:35][OH:36])=[C:24]([C:26]3[CH:31]=[CH:30][CH:29]=[C:28]([Cl:32])[CH:27]=3)[CH:25]=2)[CH:6]=[CH:5][CH:4]=[CH:3][CH:2]=1. The yield is 0.820. (3) The reactants are O[Li].O.C[O:5][C:6](=[O:25])[CH2:7][CH2:8][CH2:9][CH2:10][C:11]1[S:12][CH:13]=[C:14]([C:16]2[CH:21]=[CH:20][C:19]([O:22][CH3:23])=[CH:18][C:17]=2[OH:24])[N:15]=1.Cl. The catalyst is O.O1CCOCC1. The product is [OH:24][C:17]1[CH:18]=[C:19]([O:22][CH3:23])[CH:20]=[CH:21][C:16]=1[C:14]1[N:15]=[C:11]([CH2:10][CH2:9][CH2:8][CH2:7][C:6]([OH:25])=[O:5])[S:12][CH:13]=1. The yield is 0.960. (4) The reactants are [CH2:1]([N:8]1[CH2:12][CH2:11][C@@H:10](OS(C)(=O)=O)[CH2:9]1)[C:2]1[CH:7]=[CH:6][CH:5]=[CH:4][CH:3]=1.[N-:18]=[N+:19]=[N-:20].[Na+].O. The catalyst is CN(C)C=O. The product is [CH2:1]([N:8]1[CH2:12][CH2:11][C@H:10]([N:18]=[N+:19]=[N-:20])[CH2:9]1)[C:2]1[CH:7]=[CH:6][CH:5]=[CH:4][CH:3]=1. The yield is 0.780. (5) The yield is 0.530. The product is [C:1]([O:5][C:6]([NH:8][CH:9]([C:11]1[C:12]([O:25][CH3:26])=[C:13]([CH:19]([CH2:42][N+:39]([O-:41])=[O:40])[CH2:20][C:21]([O:23][CH3:24])=[O:22])[C:14]([CH3:18])=[C:15]([Cl:17])[CH:16]=1)[CH3:10])=[O:7])([CH3:3])([CH3:4])[CH3:2]. The catalyst is ClCCl. The reactants are [C:1]([O:5][C:6]([NH:8][CH:9]([C:11]1[C:12]([O:25][CH3:26])=[C:13](/[CH:19]=[CH:20]/[C:21]([O:23][CH3:24])=[O:22])[C:14]([CH3:18])=[C:15]([Cl:17])[CH:16]=1)[CH3:10])=[O:7])([CH3:4])([CH3:3])[CH3:2].N12CCCN=C1CCCCC2.O.[N+:39]([CH3:42])([O-:41])=[O:40]. (6) The reactants are [CH2:1]([O:8][C:9]([N:11]1[CH2:15][CH2:14][CH2:13][CH:12]1[C:16](=[O:27])[C:17]1[CH:22]=[CH:21][C:20]([C:23]([O:25]C)=[O:24])=[CH:19][CH:18]=1)=[O:10])[C:2]1[CH:7]=[CH:6][CH:5]=[CH:4][CH:3]=1.[Li+].[OH-]. The catalyst is CO. The product is [CH2:1]([O:8][C:9]([N:11]1[CH2:15][CH2:14][CH2:13][CH:12]1[C:16](=[O:27])[C:17]1[CH:18]=[CH:19][C:20]([C:23]([OH:25])=[O:24])=[CH:21][CH:22]=1)=[O:10])[C:2]1[CH:7]=[CH:6][CH:5]=[CH:4][CH:3]=1. The yield is 0.800. (7) The reactants are C[O:2][C:3]([C:5]1[N:6]=[C:7]2[C:12]([C:13]([F:16])([F:15])[F:14])=[CH:11][C:10]([C:17]3[CH:18]=[N:19][N:20](C(OC(C)(C)C)=O)[CH:21]=3)=[CH:9][N:8]2[CH:29]=1)=[O:4].[OH-].[Na+].C(O)(=O)CC(CC(O)=O)(C(O)=O)O. The catalyst is C1COCC1.CN(C=O)C. The product is [NH:19]1[CH:18]=[C:17]([C:10]2[CH:11]=[C:12]([C:13]([F:15])([F:16])[F:14])[C:7]3[N:8]([CH:29]=[C:5]([C:3]([OH:4])=[O:2])[N:6]=3)[CH:9]=2)[CH:21]=[N:20]1. The yield is 0.930. (8) The reactants are [F:1][C:2]1[CH:7]=[C:6]([F:8])[CH:5]=[CH:4][C:3]=1[C@@:9]1([CH2:13][N:14]2[CH:18]=[N:17][CH:16]=[N:15]2)[C@H:11]([CH3:12])[O:10]1.[N:19]1[CH:24]=[CH:23][CH:22]=[CH:21][C:20]=1[C:25]1[CH2:26][NH:27][CH2:28][CH2:29][CH:30]=1.O.O.O.Cl([O-])(=O)(=O)=O.[Li+]. The catalyst is C(#N)C. The product is [F:1][C:2]1[CH:7]=[C:6]([F:8])[CH:5]=[CH:4][C:3]=1[C@:9]([OH:10])([C@H:11]([N:27]1[CH2:28][CH2:29][CH:30]=[C:25]([C:20]2[CH:21]=[CH:22][CH:23]=[CH:24][N:19]=2)[CH2:26]1)[CH3:12])[CH2:13][N:14]1[CH:18]=[N:17][CH:16]=[N:15]1. The yield is 0.619. (9) The reactants are Br[C:2]1[CH:3]=[C:4]([C:9]([CH3:14])([CH3:13])[C:10](=[O:12])[CH3:11])[CH:5]=[CH:6][C:7]=1[F:8].[C:15]([Cu])#[N:16]. The catalyst is CN1C(=O)CCC1.CCOC(C)=O. The product is [F:8][C:7]1[CH:6]=[CH:5][C:4]([C:9]([CH3:14])([C:10](=[O:12])[CH3:11])[CH3:13])=[CH:3][C:2]=1[C:15]#[N:16]. The yield is 0.690.